Regression. Given a peptide amino acid sequence and an MHC pseudo amino acid sequence, predict their binding affinity value. This is MHC class I binding data. From a dataset of Peptide-MHC class I binding affinity with 185,985 pairs from IEDB/IMGT. (1) The peptide sequence is RKCCRAKFKQLLQH. The MHC is HLA-A31:01 with pseudo-sequence HLA-A31:01. The binding affinity (normalized) is 0. (2) The peptide sequence is LVGLWGAAAL. The MHC is HLA-A02:01 with pseudo-sequence HLA-A02:01. The binding affinity (normalized) is 0.396. (3) The peptide sequence is SLPFQNIHPV. The MHC is HLA-A02:01 with pseudo-sequence HLA-A02:01. The binding affinity (normalized) is 0.578. (4) The peptide sequence is ADEDGWTAL. The MHC is HLA-B48:01 with pseudo-sequence HLA-B48:01. The binding affinity (normalized) is 0.0847. (5) The peptide sequence is NHINVELSG. The MHC is Mamu-A07 with pseudo-sequence Mamu-A07. The binding affinity (normalized) is 0.310. (6) The peptide sequence is YSILSPFLPLL. The MHC is Patr-B0101 with pseudo-sequence Patr-B0101. The binding affinity (normalized) is 0.927. (7) The peptide sequence is DYKECEWPL. The MHC is HLA-B44:02 with pseudo-sequence HLA-B44:02. The binding affinity (normalized) is 0.0847. (8) The peptide sequence is SDMDTATET. The MHC is HLA-B40:01 with pseudo-sequence HLA-B40:01. The binding affinity (normalized) is 0.